This data is from Catalyst prediction with 721,799 reactions and 888 catalyst types from USPTO. The task is: Predict which catalyst facilitates the given reaction. (1) Reactant: FC(F)(F)C(O)=O.[F:8][C:9]1[C:14]([F:15])=[CH:13][CH:12]=[CH:11][C:10]=1[NH:16][C:17](=[O:50])[CH2:18][C:19]1[NH:23][N:22]=[C:21]([NH:24][C:25]2[C:34]3[C:29](=[CH:30][C:31]([O:35][CH2:36][CH:37]4[CH2:42][CH2:41][N:40](C(OC(C)(C)C)=O)[CH2:39][CH2:38]4)=[CH:32][CH:33]=3)[N:28]=[CH:27][N:26]=2)[CH:20]=1. Product: [F:8][C:9]1[C:14]([F:15])=[CH:13][CH:12]=[CH:11][C:10]=1[NH:16][C:17](=[O:50])[CH2:18][C:19]1[NH:23][N:22]=[C:21]([NH:24][C:25]2[C:34]3[C:29](=[CH:30][C:31]([O:35][CH2:36][CH:37]4[CH2:42][CH2:41][NH:40][CH2:39][CH2:38]4)=[CH:32][CH:33]=3)[N:28]=[CH:27][N:26]=2)[CH:20]=1. The catalyst class is: 4. (2) Reactant: [CH2:1]([N:6]=[C:7]=[O:8])[CH2:2][CH2:3][CH2:4][CH3:5].[Br:9][C:10]1[CH:11]=[C:12](CN)[CH:13]=[CH:14][CH:15]=1.[CH2:18]([N:20](CC)CC)C. Product: [Br:9][C:10]1[CH:11]=[C:12]([N:20]([CH3:18])[C:7]([NH:6][CH2:1][CH2:2][CH2:3][CH2:4][CH3:5])=[O:8])[CH:13]=[CH:14][CH:15]=1. The catalyst class is: 4. (3) The catalyst class is: 11. Product: [NH2:42][C:39]1[N:38]=[CH:37][C:36]([C:34]2[CH:33]=[CH:32][C:26]3[N:27]([C:28]([CH3:29])([CH3:30])[CH3:31])[C:23]([C:14]4[CH:13]=[C:12]([CH:17]=[CH:16][C:15]=4[N:18]4[CH:22]=[N:21][CH:20]=[N:19]4)[C:11]([NH:3][CH3:2])=[O:10])=[N:24][C:25]=3[CH:35]=2)=[CH:41][N:40]=1. Reactant: Cl.[CH3:2][NH:3]C.C[Al](C)C.C[O:10][C:11](=O)[C:12]1[CH:17]=[CH:16][C:15]([N:18]2[CH:22]=[N:21][CH:20]=[N:19]2)=[C:14]([C:23]2[N:27]([C:28]([CH3:31])([CH3:30])[CH3:29])[C:26]3[CH:32]=[CH:33][C:34]([C:36]4[CH:37]=[N:38][C:39]([NH2:42])=[N:40][CH:41]=4)=[CH:35][C:25]=3[N:24]=2)[CH:13]=1.O. (4) Reactant: [Cl:1][C:2]1[CH:26]=[CH:25][C:5]([CH2:6][C:7]2[C:8]([C@H:13]3[CH2:17][CH2:16][CH2:15][N:14]3[C:18](OC(C)(C)C)=[O:19])=[N:9][N:10]([CH3:12])[CH:11]=2)=[CH:4][CH:3]=1.CCN(C(C)C)C(C)C.[N:36]([C:39]1[CH:44]=[CH:43][C:42]([C:45]([F:48])([F:47])[F:46])=[CH:41][CH:40]=1)=C=O. Product: [Cl:1][C:2]1[CH:26]=[CH:25][C:5]([CH2:6][C:7]2[C:8]([C@H:13]3[CH2:17][CH2:16][CH2:15][N:14]3[C:18]([NH:36][C:39]3[CH:44]=[CH:43][C:42]([C:45]([F:46])([F:47])[F:48])=[CH:41][CH:40]=3)=[O:19])=[N:9][N:10]([CH3:12])[CH:11]=2)=[CH:4][CH:3]=1. The catalyst class is: 89. (5) Reactant: [NH2:1][C:2]1[CH:3]=[C:4]2[C:9](=[CH:10][CH:11]=1)[N:8]=[C:7]([CH2:12][CH:13]([CH3:15])[CH3:14])[C:6]([CH2:16][NH:17][C:18](=[O:24])[O:19][C:20]([CH3:23])([CH3:22])[CH3:21])=[C:5]2[C:25]1[CH:30]=[CH:29][C:28]([CH3:31])=[CH:27][CH:26]=1.[CH3:32][S:33](Cl)(=[O:35])=[O:34].C(N(CC)CC)C.O. Product: [CH2:12]([C:7]1[C:6]([CH2:16][NH:17][C:18](=[O:24])[O:19][C:20]([CH3:23])([CH3:21])[CH3:22])=[C:5]([C:25]2[CH:26]=[CH:27][C:28]([CH3:31])=[CH:29][CH:30]=2)[C:4]2[C:9](=[CH:10][CH:11]=[C:2]([NH:1][S:33]([CH3:32])(=[O:35])=[O:34])[CH:3]=2)[N:8]=1)[CH:13]([CH3:15])[CH3:14]. The catalyst class is: 7. (6) Reactant: CO.[NH2:3][C:4]1[N:9]=[C:8](F)[C:7]([C:11](=[O:13])[CH3:12])=[CH:6][CH:5]=1.C[C:15](C)([O-:17])C.[K+]. Product: [NH2:3][C:4]1[N:9]=[C:8]([O:17][CH3:15])[C:7]([C:11](=[O:13])[CH3:12])=[CH:6][CH:5]=1. The catalyst class is: 6.